This data is from Forward reaction prediction with 1.9M reactions from USPTO patents (1976-2016). The task is: Predict the product of the given reaction. (1) Given the reactants [C:1]([C:3]1[CH:4]=[C:5]([CH2:10][CH2:11][C:12]2([C:32](OCC)=[O:33])[CH2:17][CH2:16][N:15]([C:18](=[O:31])[CH2:19][C:20]3[CH:25]=[CH:24][C:23]([N:26]4[CH:30]=[N:29][N:28]=[N:27]4)=[CH:22][CH:21]=3)[CH2:14][CH2:13]2)[CH:6]=[CH:7][C:8]=1[F:9])#[N:2].[BH4-].[Na+].[Cl-].[Li+].C(O)C, predict the reaction product. The product is: [F:9][C:8]1[CH:7]=[CH:6][C:5]([CH2:10][CH2:11][C:12]2([CH2:32][OH:33])[CH2:13][CH2:14][N:15]([C:18](=[O:31])[CH2:19][C:20]3[CH:25]=[CH:24][C:23]([N:26]4[CH:30]=[N:29][N:28]=[N:27]4)=[CH:22][CH:21]=3)[CH2:16][CH2:17]2)=[CH:4][C:3]=1[C:1]#[N:2]. (2) Given the reactants [CH:1]([C:3]1[CH:8]=[CH:7][CH:6]=[CH:5][C:4]=1[C:9]1[O:13][N:12]=[C:11]([C:14]2[N:15]=[C:16](C3CCN(C(OC(C)(C)C)=O)CC3)[S:17][CH:18]=2)[CH:10]=1)=[O:2].[ClH:32].O1[CH2:38][CH2:37]OCC1, predict the reaction product. The product is: [Cl-:32].[CH:1]([C:3]1[CH:8]=[CH:7][CH:6]=[CH:5][C:4]=1[C:9]1[O:13][N:12]=[C:11]([C:14]2[N:15]=[C:16]([NH+:12]3[CH2:38][CH2:37][CH2:9][CH2:10][CH2:11]3)[S:17][CH:18]=2)[CH:10]=1)=[O:2].